This data is from Catalyst prediction with 721,799 reactions and 888 catalyst types from USPTO. The task is: Predict which catalyst facilitates the given reaction. (1) Reactant: C([N:4]1[C:12]2[C:7](=[CH:8][C:9]([CH2:13][CH2:14][S:15]([C:18]3[CH:23]=[CH:22][CH:21]=[CH:20][CH:19]=3)(=[O:17])=[O:16])=[CH:10][CH:11]=2)[C:6]([CH2:24][C@H:25]2[CH2:29][CH2:28][CH2:27][N:26]2[CH3:30])=[CH:5]1)(=O)C.CC(C)=O.C(=O)([O-])[O-].[K+].[K+]. Product: [CH3:30][N:26]1[C@@H:25]([CH2:24][C:6]2[C:7]3[CH:8]=[C:9]([CH2:13][CH2:14][S:15]([C:18]4[CH:19]=[CH:20][CH:21]=[CH:22][CH:23]=4)(=[O:16])=[O:17])[CH:10]=[CH:11][C:12]=3[NH:4][CH:5]=2)[CH2:29][CH2:28][CH2:27]1. The catalyst class is: 5. (2) Reactant: C([O:3][C:4]([C:6]1[C:10]([I:11])=[CH:9][N:8]([CH2:12][CH2:13][O:14][CH:15]2[CH2:20][CH2:19][CH2:18][CH2:17][O:16]2)[N:7]=1)=O)C.[BH4-].[Li+]. Product: [I:11][C:10]1[C:6]([CH2:4][OH:3])=[N:7][N:8]([CH2:12][CH2:13][O:14][CH:15]2[CH2:20][CH2:19][CH2:18][CH2:17][O:16]2)[CH:9]=1. The catalyst class is: 1. (3) Reactant: Cl[C:2]1[S:3][C:4]2[CH:10]=[C:9]([Cl:11])[CH:8]=[CH:7][C:5]=2[N:6]=1.[NH:12]1[CH2:17][CH2:16][NH:15][CH2:14][CH2:13]1.C(=O)([O-])[O-].[K+].[K+]. Product: [Cl:11][C:9]1[CH:8]=[CH:7][C:5]2[N:6]=[C:2]([N:12]3[CH2:17][CH2:16][NH:15][CH2:14][CH2:13]3)[S:3][C:4]=2[CH:10]=1. The catalyst class is: 10. (4) Reactant: [CH3:1][N:2]1[C:6]([CH3:7])=[C:5]([CH2:8][N:9]2[CH2:14][CH2:13][CH:12]([C:15]3[CH:37]=[CH:36][C:18]([C:19]([NH:21][C:22]4[CH:27]=[CH:26][CH:25]=[CH:24][C:23]=4[NH:28]C(=O)OC(C)(C)C)=[O:20])=[CH:17][CH:16]=3)[CH2:11][CH2:10]2)[CH:4]=[N:3]1.FC(F)(F)C(O)=O. Product: [NH2:28][C:23]1[CH:24]=[CH:25][CH:26]=[CH:27][C:22]=1[NH:21][C:19](=[O:20])[C:18]1[CH:17]=[CH:16][C:15]([CH:12]2[CH2:11][CH2:10][N:9]([CH2:8][C:5]3[CH:4]=[N:3][N:2]([CH3:1])[C:6]=3[CH3:7])[CH2:14][CH2:13]2)=[CH:37][CH:36]=1. The catalyst class is: 4. (5) Reactant: [BH4-].[Na+].[C:3]([O:7][C:8](=[O:21])[CH2:9][C:10](=[O:20])[CH2:11][CH2:12][C:13]1[CH:18]=[CH:17][C:16]([I:19])=[CH:15][CH:14]=1)([CH3:6])([CH3:5])[CH3:4]. Product: [C:3]([O:7][C:8](=[O:21])[CH2:9][CH:10]([OH:20])[CH2:11][CH2:12][C:13]1[CH:14]=[CH:15][C:16]([I:19])=[CH:17][CH:18]=1)([CH3:6])([CH3:4])[CH3:5]. The catalyst class is: 5. (6) Reactant: [Cl:1][C:2]1[C:11]([O:12][CH2:13][C:14]2[CH:19]=[CH:18][C:17]([O:20][CH3:21])=[CH:16][CH:15]=2)=[C:10]([O:22][CH2:23][C:24]2[CH:29]=[CH:28][C:27]([O:30][CH3:31])=[CH:26][CH:25]=2)[CH:9]=[C:8]2[C:3]=1[C:4](=[O:36])[C:5]([CH2:34][OH:35])=[CH:6][N:7]2[CH2:32][CH3:33]. Product: [Cl:1][C:2]1[C:11]([O:12][CH2:13][C:14]2[CH:19]=[CH:18][C:17]([O:20][CH3:21])=[CH:16][CH:15]=2)=[C:10]([O:22][CH2:23][C:24]2[CH:25]=[CH:26][C:27]([O:30][CH3:31])=[CH:28][CH:29]=2)[CH:9]=[C:8]2[C:3]=1[C:4](=[O:36])[C:5]([CH:34]=[O:35])=[CH:6][N:7]2[CH2:32][CH3:33]. The catalyst class is: 327. (7) Reactant: C([O:4][CH:5]1[CH2:10][CH2:9][CH:8]([C:11]([F:27])([F:26])[CH2:12][CH:13]2[C:21]3[C:16](=[CH:17][CH:18]=[CH:19][C:20]=3[F:22])[C:15]3=[CH:23][N:24]=[CH:25][N:14]23)[CH2:7][CH2:6]1)(=O)C.C(=O)([O-])[O-].[K+].[K+].[NH4+].[Cl-].CC#N. Product: [F:26][C:11]([CH:8]1[CH2:9][CH2:10][CH:5]([OH:4])[CH2:6][CH2:7]1)([F:27])[CH2:12][CH:13]1[C:21]2[C:16](=[CH:17][CH:18]=[CH:19][C:20]=2[F:22])[C:15]2=[CH:23][N:24]=[CH:25][N:14]12. The catalyst class is: 24.